Dataset: Peptide-MHC class I binding affinity with 185,985 pairs from IEDB/IMGT. Task: Regression. Given a peptide amino acid sequence and an MHC pseudo amino acid sequence, predict their binding affinity value. This is MHC class I binding data. The peptide sequence is MTIREFPRK. The MHC is HLA-B07:02 with pseudo-sequence HLA-B07:02. The binding affinity (normalized) is 0.